Predict which catalyst facilitates the given reaction. From a dataset of Catalyst prediction with 721,799 reactions and 888 catalyst types from USPTO. (1) Reactant: [F:1][C:2]([F:15])([CH:6]([O:9][C:10](=[O:14])[C:11]([CH3:13])=[CH2:12])[CH2:7][CH3:8])[C:3]([OH:5])=[O:4].[CH:16]1(N=C=N[CH:16]2[CH2:21][CH2:20][CH2:19][CH2:18][CH2:17]2)[CH2:21][CH2:20][CH2:19][CH2:18][CH2:17]1.C1(O)C=CC=CC=1.Cl. Product: [C:16]1([O:4][C:3](=[O:5])[C:2]([F:15])([F:1])[CH:6]([O:9][C:10](=[O:14])[C:11]([CH3:13])=[CH2:12])[CH2:7][CH3:8])[CH:21]=[CH:20][CH:19]=[CH:18][CH:17]=1. The catalyst class is: 154. (2) Reactant: [CH3:1][C:2]([C:4]([NH:6]CCC[N+](C)(C)C)=[O:5])=C.[Cl-].[C:15]([OH:19])(=O)[CH:16]=C.[C:20]([O-:25])(=O)[C:21](C)=C.[C:26](N)(=O)C=C.S(OOS([O-])(=O)=O)([O-])(=O)=O.[Na+].[Na+].S(=O)(=O)(O)[O-].[Na+].S(=O)(O)[O-].[Na+]. Product: [C:4]([NH2:6])(=[O:5])[CH:2]=[CH2:1].[CH3:20][C:15]([CH3:16])=[O:19].[CH3:26][C:20]([CH3:21])=[O:25]. The catalyst class is: 6. (3) Reactant: [C:1](Cl)(=[O:3])[CH3:2].C(N(C(C)C)CC)(C)C.[F:14][C:15]1[CH:16]=[C:17]([CH2:21][CH2:22][C@@H:23]2[CH2:27][CH2:26][CH2:25][NH:24]2)[CH:18]=[CH:19][CH:20]=1. Product: [F:14][C:15]1[CH:16]=[C:17]([CH2:21][CH2:22][C@@H:23]2[CH2:27][CH2:26][CH2:25][N:24]2[C:1](=[O:3])[CH3:2])[CH:18]=[CH:19][CH:20]=1. The catalyst class is: 2.